This data is from Full USPTO retrosynthesis dataset with 1.9M reactions from patents (1976-2016). The task is: Predict the reactants needed to synthesize the given product. The reactants are: [C:1]([C:3]1[CH:52]=[CH:51][C:6]([CH2:7][N:8]([CH2:25][C:26]2[CH:31]=[CH:30][C:29]([O:32][C:33]3[CH:38]=[CH:37][C:36]([N+:39]([O-])=O)=[C:35]([O:42][CH2:43][CH2:44][C:45]4[CH:46]=[N:47][CH:48]=[CH:49][CH:50]=4)[CH:34]=3)=[CH:28][CH:27]=2)[C:9]2[C:10]([CH3:24])=[C:11]([N:15]([S:20]([CH3:23])(=[O:22])=[O:21])[S:16]([CH3:19])(=[O:18])=[O:17])[CH:12]=[CH:13][CH:14]=2)=[CH:5][CH:4]=1)#[N:2].[NH4+].[Cl-]. Given the product [NH2:39][C:36]1[CH:37]=[CH:38][C:33]([O:32][C:29]2[CH:30]=[CH:31][C:26]([CH2:25][N:8]([CH2:7][C:6]3[CH:51]=[CH:52][C:3]([C:1]#[N:2])=[CH:4][CH:5]=3)[C:9]3[C:10]([CH3:24])=[C:11]([N:15]([S:20]([CH3:23])(=[O:21])=[O:22])[S:16]([CH3:19])(=[O:17])=[O:18])[CH:12]=[CH:13][CH:14]=3)=[CH:27][CH:28]=2)=[CH:34][C:35]=1[O:42][CH2:43][CH2:44][C:45]1[CH:46]=[N:47][CH:48]=[CH:49][CH:50]=1, predict the reactants needed to synthesize it.